The task is: Predict which catalyst facilitates the given reaction.. This data is from Catalyst prediction with 721,799 reactions and 888 catalyst types from USPTO. (1) Reactant: [OH:1][C:2]1[CH:11]=[C:10]2[C:5]([C:6]([O:12][C:13]3[CH:18]=[CH:17][C:16]([NH:19][C:20]([C:22]4[C:23](=[O:35])[N:24]([C:29]5[CH:34]=[CH:33][CH:32]=[CH:31][CH:30]=5)[N:25]([CH3:28])[C:26]=4[CH3:27])=[O:21])=[CH:15][CH:14]=3)=[CH:7][CH:8]=[N:9]2)=[CH:4][C:3]=1[O:36][CH3:37].[O:38]1[CH2:40][CH2:39]1.C([O-])([O-])=O.[K+].[K+]. Product: [OH:38][CH2:39][CH2:40][O:1][C:2]1[CH:11]=[C:10]2[C:5]([C:6]([O:12][C:13]3[CH:14]=[CH:15][C:16]([NH:19][C:20]([C:22]4[C:23](=[O:35])[N:24]([C:29]5[CH:30]=[CH:31][CH:32]=[CH:33][CH:34]=5)[N:25]([CH3:28])[C:26]=4[CH3:27])=[O:21])=[CH:17][CH:18]=3)=[CH:7][CH:8]=[N:9]2)=[CH:4][C:3]=1[O:36][CH3:37]. The catalyst class is: 18. (2) Reactant: [Li+].[BH4-].CO.[Cl:5][C:6]1[CH:11]=[CH:10][C:9]([C:12]([N:19]2[C:27]3[C:22](=[C:23]([N:28](COCC[Si](C)(C)C)[S:29]([CH3:32])(=[O:31])=[O:30])[CH:24]=[CH:25][CH:26]=3)[CH:21]=[N:20]2)([CH2:17][CH3:18])[C:13](OC)=O)=[CH:8][CH:7]=1. Product: [Cl:5][C:6]1[CH:7]=[CH:8][C:9]([C:12]([N:19]2[C:27]3[C:22](=[C:23]([NH:28][S:29]([CH3:32])(=[O:30])=[O:31])[CH:24]=[CH:25][CH:26]=3)[CH:21]=[N:20]2)([CH:13]2[CH2:8][CH:9]2[C:12]#[N:19])[CH2:17][CH3:18])=[CH:10][CH:11]=1. The catalyst class is: 1. (3) Reactant: Br[C:2]1[CH:3]=[N:4][CH:5]=[N:6][CH:7]=1.C([Li])CCC.O(N(C)[C:16](=[O:18])[CH3:17])C.[Cl-].[NH4+]. Product: [C:16]([C:2]1[CH:3]=[N:4][CH:5]=[N:6][CH:7]=1)(=[O:18])[CH3:17]. The catalyst class is: 188.